From a dataset of Forward reaction prediction with 1.9M reactions from USPTO patents (1976-2016). Predict the product of the given reaction. Given the reactants [OH:1][C:2]([CH3:40])([CH3:39])[CH2:3][O:4][C@H:5]1[CH2:10][CH2:9][C@H:8]([N:11]2[C:16](=[O:17])[C:15]([CH2:18][C:19]3[CH:24]=[CH:23][C:22]([C:25]4[C:26]([C:31]#[N:32])=[CH:27][CH:28]=[CH:29][CH:30]=4)=[CH:21][CH:20]=3)=[C:14]([CH2:33][CH2:34][CH3:35])[N:13]3[N:36]=[CH:37][CH:38]=[C:12]23)[CH2:7][CH2:6]1.C[Si]([N:45]=[N+:46]=[N-:47])(C)C.C([Sn](=O)CCCC)CCC.C1(C)C=CC=CC=1, predict the reaction product. The product is: [OH:1][C:2]([CH3:39])([CH3:40])[CH2:3][O:4][C@H:5]1[CH2:10][CH2:9][C@H:8]([N:11]2[C:16](=[O:17])[C:15]([CH2:18][C:19]3[CH:24]=[CH:23][C:22]([C:25]4[CH:30]=[CH:29][CH:28]=[CH:27][C:26]=4[C:31]4[NH:47][N:46]=[N:45][N:32]=4)=[CH:21][CH:20]=3)=[C:14]([CH2:33][CH2:34][CH3:35])[N:13]3[N:36]=[CH:37][CH:38]=[C:12]23)[CH2:7][CH2:6]1.